Predict the reactants needed to synthesize the given product. From a dataset of Full USPTO retrosynthesis dataset with 1.9M reactions from patents (1976-2016). Given the product [F:35][C:31]1[CH:30]=[CH:29][C:28]([F:36])=[C:27]2[C:32]=1[CH2:33][CH2:34][N:25]([C:23]1[C:22]([NH2:37])=[N:21][CH:20]=[C:19]([C:17]3[CH:16]=[N:15][N:14]([CH:11]4[CH2:10][CH2:9][NH:8][CH2:13][CH2:12]4)[CH:18]=3)[CH:24]=1)[CH2:26]2, predict the reactants needed to synthesize it. The reactants are: C(OC([N:8]1[CH2:13][CH2:12][CH:11]([N:14]2[CH:18]=[C:17]([C:19]3[CH:20]=[N:21][C:22]([NH2:37])=[C:23]([N:25]4[CH2:34][CH2:33][C:32]5[C:27](=[C:28]([F:36])[CH:29]=[CH:30][C:31]=5[F:35])[CH2:26]4)[CH:24]=3)[CH:16]=[N:15]2)[CH2:10][CH2:9]1)=O)(C)(C)C.Cl.